From a dataset of Forward reaction prediction with 1.9M reactions from USPTO patents (1976-2016). Predict the product of the given reaction. (1) The product is: [C:1]([O:5][C:6]([N:8]1[CH2:9][CH2:10][N:11]([C:14]2[CH:19]=[CH:18][C:17]([NH2:20])=[C:16]([O:23][CH3:24])[N:15]=2)[CH2:12][CH2:13]1)=[O:7])([CH3:4])([CH3:3])[CH3:2]. Given the reactants [C:1]([O:5][C:6]([N:8]1[CH2:13][CH2:12][N:11]([C:14]2[CH:19]=[CH:18][C:17]([N+:20]([O-])=O)=[C:16]([O:23][CH3:24])[N:15]=2)[CH2:10][CH2:9]1)=[O:7])([CH3:4])([CH3:3])[CH3:2], predict the reaction product. (2) Given the reactants [C:1]([O:5][C:6](=[O:27])[NH:7][C@@H:8]1[C@@H:13]([OH:14])[C@H:12]([CH2:15][C:16]2[CH:21]=[C:20]([F:22])[C:19]([N+:23]([O-:25])=[O:24])=[C:18]([F:26])[CH:17]=2)[CH2:11]S[CH2:9]1)([CH3:4])([CH3:3])[CH3:2].O[O:29][S:30]([O-:32])=O.[K+].CC([O-])=O.[Na+].S(S([O-])=O)([O-])(=O)=O.[Na+].[Na+].C([O-])([O-])=O.[K+].[K+], predict the reaction product. The product is: [C:1]([O:5][C:6](=[O:27])[NH:7][C@@H:8]1[C@@H:13]([OH:14])[C@H:12]([CH2:15][C:16]2[CH:21]=[C:20]([F:22])[C:19]([N+:23]([O-:25])=[O:24])=[C:18]([F:26])[CH:17]=2)[CH2:11][S:30](=[O:32])(=[O:29])[CH2:9]1)([CH3:3])([CH3:4])[CH3:2].